From a dataset of NCI-60 drug combinations with 297,098 pairs across 59 cell lines. Regression. Given two drug SMILES strings and cell line genomic features, predict the synergy score measuring deviation from expected non-interaction effect. (1) Drug 1: CS(=O)(=O)C1=CC(=C(C=C1)C(=O)NC2=CC(=C(C=C2)Cl)C3=CC=CC=N3)Cl. Drug 2: C1CC(=O)NC(=O)C1N2C(=O)C3=CC=CC=C3C2=O. Cell line: MALME-3M. Synergy scores: CSS=7.02, Synergy_ZIP=0.581, Synergy_Bliss=3.65, Synergy_Loewe=1.97, Synergy_HSA=1.97. (2) Drug 1: C1CCC(C(C1)N)N.C(=O)(C(=O)[O-])[O-].[Pt+4]. Drug 2: C1C(C(OC1N2C=NC(=NC2=O)N)CO)O. Cell line: 786-0. Synergy scores: CSS=16.1, Synergy_ZIP=-2.12, Synergy_Bliss=0.688, Synergy_Loewe=-2.48, Synergy_HSA=-0.186. (3) Drug 1: C1CCN(CC1)CCOC2=CC=C(C=C2)C(=O)C3=C(SC4=C3C=CC(=C4)O)C5=CC=C(C=C5)O. Drug 2: CC1C(C(CC(O1)OC2CC(CC3=C2C(=C4C(=C3O)C(=O)C5=C(C4=O)C(=CC=C5)OC)O)(C(=O)C)O)N)O.Cl. Cell line: PC-3. Synergy scores: CSS=39.8, Synergy_ZIP=-3.41, Synergy_Bliss=3.42, Synergy_Loewe=-12.7, Synergy_HSA=2.53.